Dataset: Catalyst prediction with 721,799 reactions and 888 catalyst types from USPTO. Task: Predict which catalyst facilitates the given reaction. Reactant: [NH2:1][C:2]1[C:7]([C:8]#N)=[C:6]([CH3:10])[N:5]=[C:4]([O:11][CH3:12])[N:3]=1.S(=O)(=O)(O)[OH:14]. Product: [NH2:1][C:2]1[C:7]([CH:8]=[O:14])=[C:6]([CH3:10])[N:5]=[C:4]([O:11][CH3:12])[N:3]=1. The catalyst class is: 522.